This data is from Catalyst prediction with 721,799 reactions and 888 catalyst types from USPTO. The task is: Predict which catalyst facilitates the given reaction. (1) Reactant: [C:1]([Si:5]([O:8][C@@H:9]1[C:17]2[C:12](=[C:13]([CH:18]3[C:21]([CH3:23])([CH3:22])[CH:20]([CH2:24]I)[O:19]3)[CH:14]=[CH:15][CH:16]=2)[CH2:11][CH2:10]1)([CH3:7])[CH3:6])([CH3:4])([CH3:3])[CH3:2].C(N(CC)CC)C. Product: [C:1]([Si:5]([CH3:7])([CH3:6])[O:8][C@@H:9]1[C:17]2[C:12](=[C:13]([CH:18]3[C:21]([CH3:23])([CH3:22])[CH:20]([CH3:24])[O:19]3)[CH:14]=[CH:15][CH:16]=2)[CH2:11][CH2:10]1)([CH3:3])([CH3:4])[CH3:2]. The catalyst class is: 43. (2) Reactant: [Br:1][C:2]1[C:3]([N:9]2[CH2:14][CH2:13][O:12][CH2:11][C@@H:10]2[C:15]([OH:17])=O)=[N:4][C:5]([Cl:8])=[N:6][CH:7]=1.ON1C2C=CC=CC=2N=N1.Cl.C(N=C=NCCCN(C)C)C.[Cl:40][C:41]1[CH:46]=[CH:45][C:44]([C@@H:47]([NH2:49])[CH3:48])=[CH:43][CH:42]=1. Product: [Br:1][C:2]1[C:3]([N:9]2[CH2:14][CH2:13][O:12][CH2:11][CH:10]2[C:15]([NH:49][C@H:47]([C:44]2[CH:45]=[CH:46][C:41]([Cl:40])=[CH:42][CH:43]=2)[CH3:48])=[O:17])=[N:4][C:5]([Cl:8])=[N:6][CH:7]=1. The catalyst class is: 1. (3) Reactant: C([O:3][C:4](=[O:14])[C:5]([C:7]1[S:8][C:9]([Cl:13])=[C:10]([Cl:12])[CH:11]=1)=[O:6])C.Cl.C(Cl)Cl. Product: [Cl:12][C:10]1[CH:11]=[C:7]([C:5](=[O:6])[C:4]([OH:14])=[O:3])[S:8][C:9]=1[Cl:13]. The catalyst class is: 95. (4) Reactant: C([NH:8][CH2:9][C:10](=[O:16])[CH2:11][CH2:12][C:13]([OH:15])=[O:14])(OC(C)(C)C)=O.[C:17]1([S:23]([OH:26])(=[O:25])=[O:24])[CH:22]=[CH:21][CH:20]=[CH:19][CH:18]=1.O. Product: [C:17]1([S:23]([OH:26])(=[O:25])=[O:24])[CH:22]=[CH:21][CH:20]=[CH:19][CH:18]=1.[NH2:8][CH2:9][C:10](=[O:16])[CH2:11][CH2:12][C:13]([OH:15])=[O:14]. The catalyst class is: 2. (5) Reactant: [Li]CCCC.Br[C:7]1[CH:12]=[CH:11][C:10]([Br:13])=[CH:9][CH:8]=1.[Si]([O:21][CH2:22][C@@H:23](/[N:28]=[CH:29]/[C:30]([F:33])([F:32])[F:31])[CH2:24][CH:25]([CH3:27])[CH3:26])(C(C)(C)C)(C)C.[Cl-].[NH4+].[F-].C([NH3+])(C)(C)C. The catalyst class is: 299. Product: [Br:13][C:10]1[CH:11]=[CH:12][C:7]([C@H:29]([NH:28][C@@H:23]([CH2:24][CH:25]([CH3:27])[CH3:26])[CH2:22][OH:21])[C:30]([F:32])([F:31])[F:33])=[CH:8][CH:9]=1.